Dataset: Forward reaction prediction with 1.9M reactions from USPTO patents (1976-2016). Task: Predict the product of the given reaction. (1) Given the reactants [NH2:1][N:2]1[N:11]=[C:10]([C:12]2[CH:17]=[CH:16][C:15]([Cl:18])=[CH:14][CH:13]=2)[C:9]2[C:4](=[CH:5][CH:6]=[CH:7][CH:8]=2)[C:3]1=[O:19].[F:20][C:21]([F:33])([F:32])[C:22]1[CH:27]=[CH:26][C:25]([CH2:28][C:29](O)=[O:30])=[CH:24][CH:23]=1, predict the reaction product. The product is: [Cl:18][C:15]1[CH:16]=[CH:17][C:12]([C:10]2[C:9]3[C:4](=[CH:5][CH:6]=[CH:7][CH:8]=3)[C:3](=[O:19])[N:2]([NH:1][C:29](=[O:30])[CH2:28][C:25]3[CH:24]=[CH:23][C:22]([C:21]([F:32])([F:20])[F:33])=[CH:27][CH:26]=3)[N:11]=2)=[CH:13][CH:14]=1. (2) Given the reactants Br[C:2](=[CH2:33])[CH2:3][N:4]([CH2:22][C:23]1[CH:28]=[CH:27][C:26]([O:29][CH3:30])=[CH:25][C:24]=1[O:31][CH3:32])[C:5]([C@H:7]([NH:11][C:12](=[O:21])[O:13][CH2:14][C:15]1[CH:20]=[CH:19][CH:18]=[CH:17][CH:16]=1)[CH2:8][CH:9]=[CH2:10])=[O:6].[C:34]1(B(O)O)[CH:39]=[CH:38]C=[CH:36][CH:35]=1.[C:43](=O)([O-])[O-].[Na+].[Na+], predict the reaction product. The product is: [CH3:32][O:31][C:24]1[CH:25]=[C:26]([O:29][CH3:30])[CH:27]=[CH:28][C:23]=1[CH2:22][N:4]([CH2:3][C:2]([C:33]1[CH:38]=[CH:39][CH:34]=[CH:35][CH:36]=1)=[CH2:43])[C:5]([C@H:7]([NH:11][C:12](=[O:21])[O:13][CH2:14][C:15]1[CH:20]=[CH:19][CH:18]=[CH:17][CH:16]=1)[CH2:8][CH:9]=[CH2:10])=[O:6].